This data is from Reaction yield outcomes from USPTO patents with 853,638 reactions. The task is: Predict the reaction yield, written as a fraction of the theoretical maximum amount of product (1.0 means a 100% yield; for example, 0.34 means a 34% yield). (1) The reactants are [Si]([O:8][CH2:9][C:10]1[C:11]([NH:41][C:42](=[O:48])[O:43][C:44]([CH3:47])([CH3:46])[CH3:45])=[N:12][CH:13]=[CH:14][C:15]=1[O:16][C:17]1[CH:22]=[CH:21][C:20]([NH:23][C:24]([C:26]2[C:27](=[O:39])[N:28]([C:32]3[CH:37]=[CH:36][C:35]([F:38])=[CH:34][CH:33]=3)[CH:29]=[CH:30][CH:31]=2)=[O:25])=[CH:19][C:18]=1[F:40])(C(C)(C)C)(C)C.[F-].C([N+](CCCC)(CCCC)CCCC)CCC. The catalyst is C1COCC1.C(OCC)(=O)C. The product is [F:40][C:18]1[CH:19]=[C:20]([NH:23][C:24]([C:26]2[C:27](=[O:39])[N:28]([C:32]3[CH:37]=[CH:36][C:35]([F:38])=[CH:34][CH:33]=3)[CH:29]=[CH:30][CH:31]=2)=[O:25])[CH:21]=[CH:22][C:17]=1[O:16][C:15]1[CH:14]=[CH:13][N:12]=[C:11]([NH:41][C:42](=[O:48])[O:43][C:44]([CH3:45])([CH3:46])[CH3:47])[C:10]=1[CH2:9][OH:8]. The yield is 0.660. (2) The reactants are Cl.Cl[C:3]1[CH:4]=[CH:5][C:6]2[CH2:12][CH2:11][C:10]3[CH:13]=[CH:14][CH:15]=[CH:16][C:9]=3[N:8]([CH2:17][CH2:18][CH2:19][NH2:20])[C:7]=2[CH:21]=1.CCN(CC)CC.[F:29][C:30]([F:42])([F:41])[C:31]1[CH:36]=[CH:35][C:34]([S:37](Cl)(=[O:39])=[O:38])=[CH:33][CH:32]=1. The catalyst is CN(C=O)C. The product is [CH:5]1[C:6]2[CH2:12][CH2:11][C:10]3[CH:13]=[CH:14][CH:15]=[CH:16][C:9]=3[N:8]([CH2:17][CH2:18][CH2:19][NH:20][S:37]([C:34]3[CH:33]=[CH:32][C:31]([C:30]([F:29])([F:41])[F:42])=[CH:36][CH:35]=3)(=[O:39])=[O:38])[C:7]=2[CH:21]=[CH:3][CH:4]=1. The yield is 0.810. (3) The reactants are Cl[C:2]1[N:7]=[C:6]([Cl:8])[CH:5]=[C:4]([O:9][CH3:10])[N:3]=1.[N:11]1[CH:16]=[CH:15][CH:14]=[N:13][C:12]=1[C:17]1[CH:21]=[C:20]([C@@H:22]2[CH2:26][CH2:25][CH2:24][NH:23]2)[O:19][N:18]=1. The catalyst is C(O)(C)C.C([O-])(=O)C.[Zn+2].C([O-])(=O)C. The product is [Cl:8][C:6]1[CH:5]=[C:4]([O:9][CH3:10])[N:3]=[C:2]([N:23]2[CH2:24][CH2:25][CH2:26][C@H:22]2[C:20]2[O:19][N:18]=[C:17]([C:12]3[N:13]=[CH:14][CH:15]=[CH:16][N:11]=3)[CH:21]=2)[N:7]=1. The yield is 0.470.